From a dataset of Full USPTO retrosynthesis dataset with 1.9M reactions from patents (1976-2016). Predict the reactants needed to synthesize the given product. (1) Given the product [N:30]1[CH:31]=[CH:32][CH:33]=[C:28]([C:10]2[CH2:9][CH:8]([C:3]3[CH:4]=[CH:5][CH:6]=[CH:7][C:2]=3[OH:1])[N:12]([C:13]([C:15]3[S:19][C:18]([C:20]4[CH:27]=[CH:26][C:23]([CH2:24][N:34]5[CH2:38][CH2:37][CH2:36][CH2:35]5)=[CH:22][CH:21]=4)=[CH:17][CH:16]=3)=[O:14])[N:11]=2)[CH:29]=1, predict the reactants needed to synthesize it. The reactants are: [OH:1][C:2]1[CH:7]=[CH:6][CH:5]=[CH:4][C:3]=1[CH:8]1[N:12]([C:13]([C:15]2[S:19][C:18]([C:20]3[CH:27]=[CH:26][C:23]([CH:24]=O)=[CH:22][CH:21]=3)=[CH:17][CH:16]=2)=[O:14])[N:11]=[C:10]([C:28]2[CH:29]=[N:30][CH:31]=[CH:32][CH:33]=2)[CH2:9]1.[NH:34]1[CH2:38][CH2:37][CH2:36][CH2:35]1.C(O[BH-](OC(=O)C)OC(=O)C)(=O)C.[Na+]. (2) Given the product [C:8]1([C:8]2[CH:27]=[CH:26][C:25]([NH:28][CH2:29][C@H:30]3[C@H:34]([S:35][C:36]([C:37]4[CH:38]=[CH:39][CH:40]=[CH:41][CH:42]=4)([C:49]4[CH:54]=[CH:53][CH:52]=[CH:51][CH:50]=4)[C:43]4[CH:48]=[CH:47][CH:46]=[CH:45][CH:44]=4)[CH2:33][CH2:32][NH:31]3)=[CH:24][C:9]=2[C:10]([NH:12][C@@H:13]([CH2:20][CH2:21][S:22][CH3:23])[C:14]([O:16][CH3:17])=[O:15])=[O:11])[CH:27]=[CH:26][CH:25]=[CH:24][CH:9]=1, predict the reactants needed to synthesize it. The reactants are: C([C:8]1[CH:27]=[CH:26][C:25]([NH:28][CH2:29][C@H:30]2[C@@H:34]([S:35][C:36]([C:49]3[CH:54]=[CH:53][CH:52]=[CH:51][CH:50]=3)([C:43]3[CH:48]=[CH:47][CH:46]=[CH:45][CH:44]=3)[C:37]3[CH:42]=[CH:41][CH:40]=[CH:39][CH:38]=3)[CH2:33][CH2:32][NH:31]2)=[CH:24][C:9]=1[C:10]([NH:12][C@@H:13]([CH2:20][CH2:21][S:22][CH3:23])[C:14]([O:16][CH:17](C)C)=[O:15])=[O:11])C1C=CC=CC=1. (3) Given the product [C:22]([O:21][C:19]([N:7]1[CH2:8][CH2:9][N:4]2[CH:3]=[N:2][N:1]=[C:5]2[CH2:6]1)=[O:20])([CH3:25])([CH3:24])[CH3:23], predict the reactants needed to synthesize it. The reactants are: [N:1]1[N:2]=[CH:3][N:4]2[CH2:9][CH2:8][NH:7][CH2:6][C:5]=12.C(N(CC)C(C)C)(C)C.[C:19](O[C:19]([O:21][C:22]([CH3:25])([CH3:24])[CH3:23])=[O:20])([O:21][C:22]([CH3:25])([CH3:24])[CH3:23])=[O:20].